This data is from Full USPTO retrosynthesis dataset with 1.9M reactions from patents (1976-2016). The task is: Predict the reactants needed to synthesize the given product. (1) Given the product [CH3:1][N:2]([CH2:3]/[CH:4]=[CH:5]/[C:6]([Cl:46])=[O:7])[CH3:29], predict the reactants needed to synthesize it. The reactants are: [CH3:1][N:2]([CH3:29])[CH2:3]/[CH:4]=[CH:5]/[C:6](NC1C=CC=C(NC2C=C(NC3C=CC=CC=3)N=CN=2)N=1)=[O:7].C(#N)C.Cl.CN(/C(=C\C)/C(O)=O)C.C(Cl)(=O)C([Cl:46])=O. (2) Given the product [CH2:16]([N:7]1[C:8]2[C:4](=[CH:3][C:2]([I:1])=[CH:10][CH:9]=2)[C:5]([CH2:11][CH2:12][N:13]([CH3:14])[CH3:15])=[CH:6]1)[C:17]1[CH:22]=[CH:21][CH:20]=[CH:19][CH:18]=1, predict the reactants needed to synthesize it. The reactants are: [I:1][C:2]1[CH:3]=[C:4]2[C:8](=[CH:9][CH:10]=1)[NH:7][CH:6]=[C:5]2[CH2:11][CH2:12][N:13]([CH3:15])[CH3:14].[CH2:16](Cl)[C:17]1[CH:22]=[CH:21][CH:20]=[CH:19][CH:18]=1. (3) Given the product [CH3:11][O:12][CH2:2][C:3]1[C:4]([C:9]#[N:10])=[N:5][CH:6]=[CH:7][CH:8]=1, predict the reactants needed to synthesize it. The reactants are: Br[CH2:2][C:3]1[C:4]([C:9]#[N:10])=[N:5][CH:6]=[CH:7][CH:8]=1.[CH3:11][O-:12].[Na+].